The task is: Predict the reaction yield, written as a fraction of the theoretical maximum amount of product (1.0 means a 100% yield; for example, 0.34 means a 34% yield).. This data is from Reaction yield outcomes from USPTO patents with 853,638 reactions. The reactants are [Br:1][C:2]1[CH:16]=[C:15](/[CH:17]=[CH:18]/[CH:19]([C:24]2[CH:29]=[C:28]([Cl:30])[C:27]([Cl:31])=[C:26]([Cl:32])[CH:25]=2)[C:20]([F:23])([F:22])[F:21])[CH:14]=[CH:13][C:3]=1[C:4]([NH:6][CH:7]1[CH2:12][CH2:11][NH:10][CH2:9][CH2:8]1)=[O:5]. The catalyst is C1COCC1.CCOC(C)=O. The product is [Br:1][C:2]1[CH:16]=[C:15](/[CH:17]=[CH:18]/[CH:19]([C:24]2[CH:25]=[C:26]([Cl:32])[C:27]([Cl:31])=[C:28]([Cl:30])[CH:29]=2)[C:20]([F:23])([F:21])[F:22])[CH:14]=[CH:13][C:3]=1[C:4]([NH:6][CH:7]1[CH2:12][CH2:11][N:10]([CH2:19][C:20]([F:23])([F:22])[F:21])[CH2:9][CH2:8]1)=[O:5]. The yield is 0.440.